Dataset: Forward reaction prediction with 1.9M reactions from USPTO patents (1976-2016). Task: Predict the product of the given reaction. (1) Given the reactants [C:1]([O:5][C:6]([N:8]1[CH2:13][CH2:12][CH:11]([NH:14][CH2:15][C:16]2[C:21]([CH3:22])=[CH:20][C:19]([CH3:23])=[CH:18][N:17]=2)[CH2:10][CH2:9]1)=[O:7])([CH3:4])([CH3:3])[CH3:2].[CH3:24][C:25]([C:33]1[C:34]([CH:39]=O)=[N:35][CH:36]=[CH:37][CH:38]=1)([C:27]1[CH:32]=[CH:31][CH:30]=[CH:29][CH:28]=1)[CH3:26].[BH-](OC(C)=O)(OC(C)=O)OC(C)=O.[Na+], predict the reaction product. The product is: [C:1]([O:5][C:6]([N:8]1[CH2:13][CH2:12][CH:11]([N:14]([CH2:15][C:16]2[C:21]([CH3:22])=[CH:20][C:19]([CH3:23])=[CH:18][N:17]=2)[CH2:39][C:34]2[C:33]([C:25]([CH3:26])([C:27]3[CH:32]=[CH:31][CH:30]=[CH:29][CH:28]=3)[CH3:24])=[CH:38][CH:37]=[CH:36][N:35]=2)[CH2:10][CH2:9]1)=[O:7])([CH3:4])([CH3:3])[CH3:2]. (2) The product is: [Cl:1][C:2]1[CH:18]=[CH:17][C:16]([C:19]([F:22])([F:21])[F:20])=[CH:15][C:3]=1[C:4]([NH:6][C@H:7]1[CH2:12][CH2:11][C@@H:10]([CH2:13][NH:35][C:33]2[NH:32][N:31]=[C:30]([C:27]3[CH:28]=[CH:29][C:24]([F:23])=[CH:25][CH:26]=3)[CH:34]=2)[CH2:9][CH2:8]1)=[O:5]. Given the reactants [Cl:1][C:2]1[CH:18]=[CH:17][C:16]([C:19]([F:22])([F:21])[F:20])=[CH:15][C:3]=1[C:4]([NH:6][C@H:7]1[CH2:12][CH2:11][C@@H:10]([CH:13]=O)[CH2:9][CH2:8]1)=[O:5].[F:23][C:24]1[CH:29]=[CH:28][C:27]([C:30]2[CH:34]=[C:33]([NH2:35])[NH:32][N:31]=2)=[CH:26][CH:25]=1.C(O[BH-](OC(=O)C)OC(=O)C)(=O)C.[Na+], predict the reaction product. (3) Given the reactants N#N.[C:3]1([PH:9][C:10]2[CH:15]=[CH:14][CH:13]=[CH:12][CH:11]=2)[CH:8]=[CH:7][CH:6]=[CH:5][CH:4]=1.[N-:16]([S:24]([C:27]([F:30])([F:29])[F:28])(=[O:26])=[O:25])[S:17]([C:20]([F:23])([F:22])[F:21])(=[O:19])=[O:18], predict the reaction product. The product is: [F:30][C:27]([F:28])([F:29])[S:24]([N-:16][S:17]([C:20]([F:21])([F:22])[F:23])(=[O:18])=[O:19])(=[O:25])=[O:26].[C:10]1([PH2+:9][C:3]2[CH:4]=[CH:5][CH:6]=[CH:7][CH:8]=2)[CH:11]=[CH:12][CH:13]=[CH:14][CH:15]=1. (4) Given the reactants [Cl:1][C:2]1[CH:7]=[CH:6][C:5]([C:8]2[C:9]([CH:14]=[N:15][S:16]([C:18]([CH3:21])([CH3:20])[CH3:19])=[O:17])=[N:10][CH:11]=[CH:12][N:13]=2)=[CH:4][CH:3]=1.[F:22][C:23]1[CH:24]=[C:25]([CH:29]=[C:30]([F:32])[CH:31]=1)[CH2:26][Mg]Br.C(OCC)(=O)C.[NH4+].[Cl-], predict the reaction product. The product is: [Cl:1][C:2]1[CH:7]=[CH:6][C:5]([C:8]2[C:9]([CH:14]([NH:15][S:16]([C:18]([CH3:21])([CH3:20])[CH3:19])=[O:17])[CH2:26][C:25]3[CH:24]=[C:23]([F:22])[CH:31]=[C:30]([F:32])[CH:29]=3)=[N:10][CH:11]=[CH:12][N:13]=2)=[CH:4][CH:3]=1. (5) The product is: [C:1]([O:5][C:6]([NH:8][CH2:9][CH2:10][CH:11]([C:19]1[N:20]=[C:21]([N:29]2[CH2:30][CH2:31][O:32][CH2:33][CH2:34]2)[S:22][C:23]=1[C:24]([OH:26])=[O:25])[C:12]1[CH:17]=[CH:16][C:15]([Cl:18])=[CH:14][CH:13]=1)=[O:7])([CH3:4])([CH3:2])[CH3:3]. Given the reactants [C:1]([O:5][C:6]([NH:8][CH2:9][CH2:10][CH:11]([C:19]1[N:20]=[C:21]([N:29]2[CH2:34][CH2:33][O:32][CH2:31][CH2:30]2)[S:22][C:23]=1[C:24]([O:26]CC)=[O:25])[C:12]1[CH:17]=[CH:16][C:15]([Cl:18])=[CH:14][CH:13]=1)=[O:7])([CH3:4])([CH3:3])[CH3:2].[OH-].[Na+].O, predict the reaction product. (6) Given the reactants C([O:3][C:4](=[O:25])[CH2:5][CH2:6][CH:7]1[CH2:12][CH2:11][CH2:10][CH2:9][N:8]1[S:13]([C:16]1[CH:21]=[C:20]([CH3:22])[C:19]([Cl:23])=[CH:18][C:17]=1[CH3:24])(=[O:15])=[O:14])C.[OH-].[Li+], predict the reaction product. The product is: [Cl:23][C:19]1[C:20]([CH3:22])=[CH:21][C:16]([S:13]([N:8]2[CH2:9][CH2:10][CH2:11][CH2:12][CH:7]2[CH2:6][CH2:5][C:4]([OH:25])=[O:3])(=[O:14])=[O:15])=[C:17]([CH3:24])[CH:18]=1.